This data is from Forward reaction prediction with 1.9M reactions from USPTO patents (1976-2016). The task is: Predict the product of the given reaction. (1) Given the reactants [C:1]([C:3]1[CH:4]=[N:5][C:6]2[C:11]([C:12]=1[NH:13][C:14]1[CH:19]=[CH:18][C:17](/[CH:20]=[CH:21]/[C:22](O)=[O:23])=[C:16]3[O:25][CH2:26][O:27][C:15]=13)=[CH:10][C:9]([O:28][CH3:29])=[C:8]([O:30][CH3:31])[CH:7]=2)#[N:2].[CH3:32][O:33][CH2:34][CH2:35][NH:36][CH3:37], predict the reaction product. The product is: [C:1]([C:3]1[CH:4]=[N:5][C:6]2[C:11]([C:12]=1[NH:13][C:14]1[CH:19]=[CH:18][C:17](/[CH:20]=[CH:21]/[C:22]([N:36]([CH2:35][CH2:34][O:33][CH3:32])[CH3:37])=[O:23])=[C:16]3[O:25][CH2:26][O:27][C:15]=13)=[CH:10][C:9]([O:28][CH3:29])=[C:8]([O:30][CH3:31])[CH:7]=2)#[N:2]. (2) Given the reactants C(OC[CH2:6][O:7][C:8]1[CH:20]=[C:19]([Cl:21])[C:18]2[C:17]3[C:12](=[CH:13][CH:14]=[CH:15][CH:16]=3)[C@:11]([OH:26])([C:22]([F:25])([F:24])[F:23])[C:10]=2[CH:9]=1)(=O)C.[CH3:27][Mg]Br.[O:30]1[CH2:34][CH2:33]CC1.Cl, predict the reaction product. The product is: [Cl:21][C:19]1[C:18]2[C:17]3[C:12](=[CH:13][CH:14]=[CH:15][CH:16]=3)[C@@:11]([C:22]([F:23])([F:24])[F:25])([OH:26])[C:10]=2[CH:9]=[C:8]([O:7][CH2:6][C:34]([OH:30])([CH3:33])[CH3:27])[CH:20]=1. (3) Given the reactants [CH:1]([C@@H:4]1[CH2:10][NH:9][CH2:8][C:7]2[CH:11]=[CH:12][C:13]([C:15]([O:17][CH3:18])=[O:16])=[CH:14][C:6]=2[O:5]1)([CH3:3])[CH3:2].C(O)(C(F)(F)F)=O.[O:26]1[CH2:31][CH2:30][CH:29]([C:32](O)=[O:33])[CH2:28][CH2:27]1.CN(C(ON1N=NC2C=CC=NC1=2)=[N+](C)C)C.F[P-](F)(F)(F)(F)F.CCN(C(C)C)C(C)C, predict the reaction product. The product is: [CH:1]([C@@H:4]1[CH2:10][N:9]([C:32]([CH:29]2[CH2:30][CH2:31][O:26][CH2:27][CH2:28]2)=[O:33])[CH2:8][C:7]2[CH:11]=[CH:12][C:13]([C:15]([O:17][CH3:18])=[O:16])=[CH:14][C:6]=2[O:5]1)([CH3:3])[CH3:2]. (4) Given the reactants S(=O)(=O)(O)[OH:2].[Cl:6][C:7]1[CH:22]=[C:21]([Cl:23])[C:20]([O:24]CC2C=CC(OC)=CC=2)=[CH:19][C:8]=1[O:9][C:10]1[N:14]([CH3:15])[N:13]=[C:12]([CH3:16])[C:11]=1[C:17]#[CH:18], predict the reaction product. The product is: [Cl:6][C:7]1[CH:22]=[C:21]([Cl:23])[C:20]([OH:24])=[CH:19][C:8]=1[O:9][C:10]1[N:14]([CH3:15])[N:13]=[C:12]([CH3:16])[C:11]=1[C:17](=[O:2])[CH3:18].